From a dataset of Reaction yield outcomes from USPTO patents with 853,638 reactions. Predict the reaction yield, written as a fraction of the theoretical maximum amount of product (1.0 means a 100% yield; for example, 0.34 means a 34% yield). No catalyst specified. The yield is 0.680. The reactants are Br[C:2]1[CH:7]=[CH:6][CH:5]=[C:4]([CH3:8])[N:3]=1.[CH2:9]([C:13]1[S:14][C:15]2[CH:21]=[CH:20][CH:19]=[CH:18][C:16]=2[N:17]=1)[CH2:10][C:11]#[CH:12]. The product is [CH3:8][C:4]1[N:3]=[C:2]([C:12]#[C:11][CH2:10][CH2:9][C:13]2[S:14][C:15]3[CH:21]=[CH:20][CH:19]=[CH:18][C:16]=3[N:17]=2)[CH:7]=[CH:6][CH:5]=1.